Binary Classification. Given a miRNA mature sequence and a target amino acid sequence, predict their likelihood of interaction. From a dataset of Experimentally validated miRNA-target interactions with 360,000+ pairs, plus equal number of negative samples. (1) Result: 0 (no interaction). The protein sequence of the target gene is MNINDLKLTLSKAGQEHLLRFWNELEEAQQVELYAELQAMNFEELNFFFQKAIEGFNQSSHQKNVDARMEPVPREVLGSATRDQDQLQAWESEGLFQISQNKVAVLLLAGGQGTRLGVAYPKGMYDVGLPSRKTLFQIQAERILKLQQVAEKYYGNKCIIPWYIMTSGRTMESTKEFFTKHKYFGLKKENVIFFQQGMLPAMSFDGKIILEEKNKVSMAPDGNGGLYRALAAQNIVEDMEQRGIWSIHVYCVDNILVKVADPRFIGFCIQKGADCGAKVVEKTNPTEPVGVVCRVDGVYQ.... The miRNA is hsa-miR-337-3p with sequence CUCCUAUAUGAUGCCUUUCUUC. (2) The miRNA is hsa-miR-3918 with sequence ACAGGGCCGCAGAUGGAGACU. The protein sequence of the target gene is MEVEAAEARSPAPGYKRSGRRYKCVSCTKTFPNAPRAARHAATHGPADCSEEVAEVKPKPETEAKAEEASGEKVSGSAAKPRPYACPLCPKAYKTAPELRSHGRSHTGEKPFPCPECGRRFMQPVCLRVHLASHAGELPFRCAHCPKAYGALSKLKIHQRGHTGERPYACADCGKSFADPSVFRKHRRTHAGLRPYSCERCGKAYAELKDLRNHERSHTGERPFLCSECGKSFSRSSSLTCHQRIHAAQKPYRCPACGKGFTQLSSYQSHERTHSGEKPFLCPRCGRMFSDPSSFRRHQR.... Result: 0 (no interaction).